Dataset: Full USPTO retrosynthesis dataset with 1.9M reactions from patents (1976-2016). Task: Predict the reactants needed to synthesize the given product. Given the product [NH2:1][C:2]1[N:10]=[C:9]([O:11][CH2:12][CH2:13][CH2:14][CH3:15])[N:8]=[C:7]2[C:3]=1[N:4]=[C:5]([O:35][CH3:36])[N:6]2[CH2:16][CH2:17][CH2:18][CH2:19][CH2:24][CH:23]1[CH2:22][CH2:21][CH2:68][N:69]([C:73]([O:75][CH2:76][C:77]2[CH:82]=[CH:81][CH:80]=[CH:79][CH:78]=2)=[O:74])[CH2:70]1, predict the reactants needed to synthesize it. The reactants are: [NH2:1][C:2]1[N:10]=[C:9]([O:11][CH2:12][CH2:13][CH2:14][CH3:15])[N:8]=[C:7]2[C:3]=1[N:4]=[C:5]([O:35][CH3:36])[N:6]2[CH2:16][CH2:17][CH2:18][CH:19]1[CH2:24][CH2:23][CH2:22][CH2:21]N1C(OCC1C=CC=CC=1)=O.FC(F)(F)C(O)=O.C(OC1N=C2C(N=C(OC)N2)=C(N)N=1)CCC.BrCCCCCC1CC[CH2:70][N:69]([C:73]([O:75][CH2:76][C:77]2[CH:82]=[CH:81][CH:80]=[CH:79][CH:78]=2)=[O:74])[CH2:68]1.